Dataset: Catalyst prediction with 721,799 reactions and 888 catalyst types from USPTO. Task: Predict which catalyst facilitates the given reaction. (1) Reactant: COCC1C=C[C:7]([O:10][CH2:11][C:12]2[CH:17]=[CH:16][C:15]([O:18]C)=[CH:14][CH:13]=2)=C([N+]([O-])=O)C=1.F[C:24](F)(F)C(O)=O. Product: [CH3:24][C:14]1[CH:13]=[C:12]([CH2:11][O:10][CH3:7])[CH:17]=[CH:16][C:15]=1[OH:18]. The catalyst class is: 2. (2) Reactant: [Cl-].[Cl-].[Cl-].[Al+3].[CH2:5]([N:8]1[CH2:14][CH2:13][C:12]2[CH:15]=[CH:16][CH:17]=[CH:18][C:11]=2[CH2:10][CH2:9]1)[CH2:6][CH3:7].[C:19](Cl)(=[O:23])C(Cl)=O.[CH3:25][OH:26]. Product: [CH2:5]([N:8]1[CH2:9][CH2:10][C:11]2[CH:18]=[CH:17][C:16]([C:25]([O:23][CH3:19])=[O:26])=[CH:15][C:12]=2[CH2:13][CH2:14]1)[CH2:6][CH3:7]. The catalyst class is: 4. (3) Reactant: Br[C:2]1[CH:11]=[C:10]2[C:5]([N:6]=[CH:7][C:8]([NH:12][C:13]3[CH:14]=[C:15]([CH:19]=[C:20](OC)[CH:21]=3)[C:16]([OH:18])=[O:17])=[N:9]2)=[CH:4][CH:3]=1.CC1(C)C(C)(C)OB([C:32]2[CH:33]=[C:34]([NH:38][S:39]([C:42]3[CH:47]=[CH:46][CH:45]=[CH:44][CH:43]=3)(=[O:41])=[O:40])[CH:35]=[N:36][CH:37]=2)O1.C(=O)([O-])[O-].[K+].[K+]. Product: [C:42]1([S:39]([NH:38][C:34]2[CH:33]=[C:32]([C:2]3[CH:11]=[C:10]4[C:5]([N:6]=[CH:7][C:8]([NH:12][C:13]5[CH:14]=[C:15]([CH:19]=[CH:20][CH:21]=5)[C:16]([OH:18])=[O:17])=[N:9]4)=[CH:4][CH:3]=3)[CH:37]=[N:36][CH:35]=2)(=[O:41])=[O:40])[CH:47]=[CH:46][CH:45]=[CH:44][CH:43]=1. The catalyst class is: 12. (4) Reactant: [F:1][C:2]1[CH:7]=[CH:6][CH:5]=[CH:4][C:3]=1[NH:8][N:9]=[CH:10][C:11]1[C:16](Br)=[CH:15][C:14]([CH3:18])=[CH:13][C:12]=1[Br:19].P([O-])([O-])([O-])=O.[K+].[K+].[K+]. Product: [Br:19][C:12]1[CH:13]=[C:14]([CH3:18])[CH:15]=[C:16]2[C:11]=1[CH:10]=[N:9][N:8]2[C:3]1[CH:4]=[CH:5][CH:6]=[CH:7][C:2]=1[F:1]. The catalyst class is: 733. (5) Reactant: C([O:3][C:4](=[O:36])[C:5]([O:8][C:9]1[CH:14]=[CH:13][C:12]([O:15][CH2:16][CH2:17][C:18]2[N:19]=[C:20]([C:24]3[CH:29]=[CH:28][C:27]([C:30]4[CH:31]=[N:32][CH:33]=[CH:34][CH:35]=4)=[CH:26][CH:25]=3)[O:21][C:22]=2[CH3:23])=[CH:11][CH:10]=1)([CH3:7])[CH3:6])C.[OH-].[Li+].C(O)C.Cl. Product: [N:32]1[CH:33]=[CH:34][CH:35]=[C:30]([C:27]2[CH:28]=[CH:29][C:24]([C:20]3[O:21][C:22]([CH3:23])=[C:18]([CH2:17][CH2:16][O:15][C:12]4[CH:11]=[CH:10][C:9]([O:8][C:5]([CH3:7])([CH3:6])[C:4]([OH:36])=[O:3])=[CH:14][CH:13]=4)[N:19]=3)=[CH:25][CH:26]=2)[CH:31]=1. The catalyst class is: 6.